Dataset: Reaction yield outcomes from USPTO patents with 853,638 reactions. Task: Predict the reaction yield, written as a fraction of the theoretical maximum amount of product (1.0 means a 100% yield; for example, 0.34 means a 34% yield). (1) The reactants are C([O:4][C@H:5]1[CH2:10][CH2:9][C@H:8]([C:11]([N:13]2[CH2:18][CH2:17][C@@H:16]([N:19]([C:21]([C:23]3[CH:28]=[CH:27][C:26]([Cl:29])=[CH:25][CH:24]=3)=[O:22])[CH3:20])[C@H:15]([C:30]3[CH:35]=[CH:34][C:33]([Cl:36])=[C:32]([Cl:37])[CH:31]=3)[CH2:14]2)=[O:12])[CH2:7][CH2:6]1)(=O)C.C(=O)([O-])[O-].[Na+].[Na+].O. The catalyst is CO. The product is [Cl:29][C:26]1[CH:27]=[CH:28][C:23]([C:21]([N:19]([C@@H:16]2[CH2:17][CH2:18][N:13]([C:11]([CH:8]3[CH2:9][CH2:10][CH:5]([OH:4])[CH2:6][CH2:7]3)=[O:12])[CH2:14][C@H:15]2[C:30]2[CH:35]=[CH:34][C:33]([Cl:36])=[C:32]([Cl:37])[CH:31]=2)[CH3:20])=[O:22])=[CH:24][CH:25]=1. The yield is 0.800. (2) The reactants are [Cl:1][C:2]1[CH:8]=[CH:7][C:5]([NH2:6])=[CH:4][C:3]=1I.[CH3:10][C:11]1([CH3:27])[C:15]([CH3:17])([CH3:16])[O:14][B:13]([B:13]2[O:14][C:15]([CH3:17])([CH3:16])[C:11]([CH3:27])([CH3:10])[O:12]2)[O:12]1.CC([O-])=O.[K+]. The catalyst is O1CCOCC1.C1C=CC(P(C2C=CC=CC=2)[C-]2C=CC=C2)=CC=1.C1C=CC(P(C2C=CC=CC=2)[C-]2C=CC=C2)=CC=1.Cl[Pd]Cl.[Fe+2]. The product is [Cl:1][C:2]1[CH:8]=[CH:7][C:5]([NH2:6])=[CH:4][C:3]=1[B:13]1[O:14][C:15]([CH3:17])([CH3:16])[C:11]([CH3:27])([CH3:10])[O:12]1. The yield is 0.600. (3) The reactants are [CH3:1][C:2]1[CH:6]=[CH:5][N:4]([CH2:7][CH2:8][O:9][CH2:10][Si:11]([CH3:14])([CH3:13])[CH3:12])[N:3]=1.CC1N(CCOC[Si](C)(C)C)N=CC=1.[Li]CCCC.[CH2:34]([Sn:38](Cl)([CH2:43][CH2:44][CH2:45][CH3:46])[CH2:39][CH2:40][CH2:41][CH3:42])[CH2:35][CH2:36][CH3:37]. The catalyst is C1COCC1. The product is [CH3:1][C:2]1[CH:6]=[C:5]([Sn:38]([CH2:39][CH2:40][CH2:41][CH3:42])([CH2:43][CH2:44][CH2:45][CH3:46])[CH2:34][CH2:35][CH2:36][CH3:37])[N:4]([CH2:7][CH2:8][O:9][CH2:10][Si:11]([CH3:13])([CH3:12])[CH3:14])[N:3]=1. The yield is 0.240.